From a dataset of Catalyst prediction with 721,799 reactions and 888 catalyst types from USPTO. Predict which catalyst facilitates the given reaction. (1) Reactant: [F:1][C:2]1[C:10]([O:11][C:12]2[C:21]3[C:16](=[CH:17][C:18]([O:30][CH3:31])=[C:19]([O:22][CH2:23][CH:24]4[CH2:29][CH2:28][NH:27][CH2:26][CH2:25]4)[CH:20]=3)[N:15]=[CH:14][N:13]=2)=[CH:9][CH:8]=[C:7]2[C:3]=1[CH:4]=[CH:5][NH:6]2.C(N(C(C)C)CC)(C)C.[C:41](Cl)(=[O:43])[CH3:42]. Product: [C:41]([N:27]1[CH2:28][CH2:29][CH:24]([CH2:23][O:22][C:19]2[CH:20]=[C:21]3[C:16](=[CH:17][C:18]=2[O:30][CH3:31])[N:15]=[CH:14][N:13]=[C:12]3[O:11][C:10]2[C:2]([F:1])=[C:3]3[C:7](=[CH:8][CH:9]=2)[NH:6][CH:5]=[CH:4]3)[CH2:25][CH2:26]1)(=[O:43])[CH3:42]. The catalyst class is: 4. (2) Reactant: [NH:1]1[CH2:6][CH2:5][CH2:4][C@H:3]([NH:7]C(=O)OC(C)(C)C)[CH2:2]1.CN(C)C=O.F[C:21]1[CH:26]=[CH:25][C:24]([N+:27]([O-:29])=[O:28])=[CH:23][CH:22]=1.C(=O)([O-])[O-].[K+].[K+].C(O)(C(F)(F)F)=O. Product: [N+:27]([C:24]1[CH:25]=[CH:26][C:21]([N:1]2[CH2:6][CH2:5][CH2:4][C@H:3]([NH2:7])[CH2:2]2)=[CH:22][CH:23]=1)([O-:29])=[O:28]. The catalyst class is: 25. (3) Reactant: C(O[BH-](OC(=O)C)OC(=O)C)(=O)C.[Na+].[NH2:15][C:16]1[CH:25]=[CH:24][C:19]([C:20]([O:22][CH3:23])=[O:21])=[CH:18][C:17]=1[Cl:26].[C:27]1(=O)[CH2:30][CH2:29][CH2:28]1.C(O)(=O)C. Product: [Cl:26][C:17]1[CH:18]=[C:19]([CH:24]=[CH:25][C:16]=1[NH:15][CH:27]1[CH2:30][CH2:29][CH2:28]1)[C:20]([O:22][CH3:23])=[O:21]. The catalyst class is: 2. (4) Reactant: [Br:1][C:2]1[C:3]2[C@H:15]3[C@:11]([CH3:16])([CH2:12][NH:13][CH2:14]3)[O:10][CH2:9][C:4]=2[C:5]([Cl:8])=[CH:6][CH:7]=1. Product: [ClH:8].[Br:1][C:2]1[C:3]2[C@H:15]3[C@:11]([CH3:16])([CH2:12][NH:13][CH2:14]3)[O:10][CH2:9][C:4]=2[C:5]([Cl:8])=[CH:6][CH:7]=1. The catalyst class is: 5. (5) Reactant: [Cl:1][C:2]1[CH:3]=[CH:4][C:5]([F:20])=[C:6]([CH:8]2[CH:12]=[CH:11][N:10]([C:13]([O:15][C:16]([CH3:19])([CH3:18])[CH3:17])=[O:14])[CH2:9]2)[CH:7]=1.[C:21]([Si:25]([O:28][C:29]1[CH:34]=[CH:33][CH:32]=[C:31](I)[CH:30]=1)([CH3:27])[CH3:26])([CH3:24])([CH3:23])[CH3:22].C(N(CCCC)CCCC)CCC.C1([As](C2C=CC=CC=2)C2C=CC=CC=2)C=CC=CC=1. Product: [Si:25]([O:28][C:29]1[CH:34]=[C:33]([CH:11]2[CH:12]=[C:8]([C:6]3[CH:7]=[C:2]([Cl:1])[CH:3]=[CH:4][C:5]=3[F:20])[CH2:9][N:10]2[C:13]([O:15][C:16]([CH3:17])([CH3:19])[CH3:18])=[O:14])[CH:32]=[CH:31][CH:30]=1)([C:21]([CH3:24])([CH3:23])[CH3:22])([CH3:27])[CH3:26]. The catalyst class is: 274.